Predict the reactants needed to synthesize the given product. From a dataset of Full USPTO retrosynthesis dataset with 1.9M reactions from patents (1976-2016). (1) Given the product [CH2:33]([C:30]1[CH:29]=[CH:28][C:27]([C:26]2[C:19]3[C:18]([O:17][CH2:16][CH:11]([C:12]([CH3:15])([CH3:14])[CH3:13])[CH2:10][O:9][CH2:8][C:7]([OH:41])=[O:6])=[N:23][CH:22]=[N:21][C:20]=3[O:24][C:25]=2[C:35]2[CH:36]=[CH:37][CH:38]=[CH:39][CH:40]=2)=[CH:32][CH:31]=1)[CH3:34], predict the reactants needed to synthesize it. The reactants are: Cl.C([O:6][C:7](=[O:41])[CH2:8][O:9][CH2:10][CH:11]([CH2:16][O:17][C:18]1[C:19]2[C:26]([C:27]3[CH:32]=[CH:31][C:30]([CH2:33][CH3:34])=[CH:29][CH:28]=3)=[C:25]([C:35]3[CH:40]=[CH:39][CH:38]=[CH:37][CH:36]=3)[O:24][C:20]=2[N:21]=[CH:22][N:23]=1)[C:12]([CH3:15])([CH3:14])[CH3:13])(C)(C)C. (2) Given the product [ClH:1].[CH2:24]([N:21]1[CH2:20][CH2:19][N:18]([C:16]([CH:13]2[CH2:12][CH2:11][N:10]([C:7]3[CH:6]=[CH:5][C:4]([C:2]#[N:3])=[CH:9][CH:8]=3)[CH2:15][CH2:14]2)=[O:17])[CH2:23][CH2:22]1)[CH2:25][CH3:26], predict the reactants needed to synthesize it. The reactants are: [ClH:1].[C:2]([C:4]1[CH:9]=[CH:8][C:7]([N:10]2[CH2:15][CH2:14][CH:13]([C:16]([N:18]3[CH2:23][CH2:22][NH:21][CH2:20][CH2:19]3)=[O:17])[CH2:12][CH2:11]2)=[CH:6][CH:5]=1)#[N:3].[CH:24](=O)[CH2:25][CH3:26].C(O[BH-](OC(=O)C)OC(=O)C)(=O)C.[Na+].[OH-].[Na+]. (3) Given the product [C:1]([NH:4][CH2:5][CH2:6][NH:7][C:8]1[N:13]=[C:12]([C:14]2[CH:19]=[CH:18][CH:17]=[CH:16][CH:15]=2)[N:11]=[C:10]([NH:20][C:21](=[O:24])[CH2:22][N:34]2[CH2:35][CH2:36][CH:31]([CH2:30][C:29]3[CH:28]=[CH:27][C:26]([F:25])=[CH:38][CH:37]=3)[CH2:32][CH2:33]2)[CH:9]=1)(=[O:3])[CH3:2], predict the reactants needed to synthesize it. The reactants are: [C:1]([NH:4][CH2:5][CH2:6][NH:7][C:8]1[N:13]=[C:12]([C:14]2[CH:19]=[CH:18][CH:17]=[CH:16][CH:15]=2)[N:11]=[C:10]([NH:20][C:21](=[O:24])[CH2:22]Cl)[CH:9]=1)(=[O:3])[CH3:2].[F:25][C:26]1[CH:38]=[CH:37][C:29]([CH2:30][CH:31]2[CH2:36][CH2:35][NH:34][CH2:33][CH2:32]2)=[CH:28][CH:27]=1.CCOC(C)=O. (4) Given the product [C:59]([C:51]1[CH:50]=[C:49]([NH:48][C:8]([NH:9][C:10]2[C:19]3[C:14](=[CH:15][CH:16]=[CH:17][CH:18]=3)[C:13]([O:20][C:21]3[CH:26]=[CH:25][N:24]=[C:23]([NH:27][C:28]4[CH:33]=[C:32]([O:34][CH2:35][CH2:36][O:37][CH2:38][CH2:39][O:40][CH2:41][CH2:42][O:43][CH3:44])[CH:31]=[C:30]([O:45][CH3:46])[CH:29]=4)[N:22]=3)=[CH:12][CH:11]=2)=[O:7])[C:57]2[O:56][C:55](=[O:58])[NH:54][C:53]=2[CH:52]=1)([CH3:62])([CH3:61])[CH3:60], predict the reactants needed to synthesize it. The reactants are: C1([O:7][C:8](=O)[NH:9][C:10]2[C:19]3[C:14](=[CH:15][CH:16]=[CH:17][CH:18]=3)[C:13]([O:20][C:21]3[CH:26]=[CH:25][N:24]=[C:23]([NH:27][C:28]4[CH:33]=[C:32]([O:34][CH2:35][CH2:36][O:37][CH2:38][CH2:39][O:40][CH2:41][CH2:42][O:43][CH3:44])[CH:31]=[C:30]([O:45][CH3:46])[CH:29]=4)[N:22]=3)=[CH:12][CH:11]=2)C=CC=CC=1.[NH2:48][C:49]1[C:57]2[O:56][C:55](=[O:58])[NH:54][C:53]=2[CH:52]=[C:51]([C:59]([CH3:62])([CH3:61])[CH3:60])[CH:50]=1. (5) The reactants are: [F:1][C:2]1([F:14])[CH2:7][CH2:6][N:5]([CH2:8][C:9](OCC)=[O:10])[CH2:4][CH2:3]1.[Li]. Given the product [F:14][C:2]1([F:1])[CH2:3][CH2:4][N:5]([CH2:8][CH2:9][OH:10])[CH2:6][CH2:7]1, predict the reactants needed to synthesize it.